Dataset: Reaction yield outcomes from USPTO patents with 853,638 reactions. Task: Predict the reaction yield, written as a fraction of the theoretical maximum amount of product (1.0 means a 100% yield; for example, 0.34 means a 34% yield). (1) The catalyst is O. The yield is 0.980. The product is [CH3:1][N:2]1[C@@H:19]2[CH2:20][C:7]3[CH:8]=[CH:9][C:10]([O:22][CH3:23])=[C:11]4[O:12][C@H:13]5[C:14]([CH2:16][CH2:17][C@:18]2([OH:21])[C@:5]5([C:6]=34)[CH2:4][CH2:3]1)=[O:15]. The reactants are [CH3:1][N:2]1[C@@H:19]2[CH2:20][C:7]3[CH:8]=[CH:9][C:10]([O:22][CH3:23])=[C:11]4[O:12][C@H:13]5[C:14]([CH2:16][CH2:17][C@:18]2([OH:21])[C@:5]5([C:6]=34)[CH2:4][CH2:3]1)=[O:15].Cl.C([O-])(O)=O.[Na+]. (2) The reactants are [C:1](Cl)(=[O:3])[CH3:2].[Cl:5][C:6]1[CH:7]=[CH:8][C:9]2[N:15]([CH2:16][C:17]([CH3:21])([CH3:20])[CH2:18][OH:19])[C:14](=[O:22])[C@@H:13]([CH2:23][C:24]([NH:26][CH2:27][CH2:28][C:29]3[O:30][CH:31]=[CH:32][C:33]=3[C:34]([OH:36])=[O:35])=[O:25])[O:12][C@H:11]([C:37]3[CH:42]=[CH:41][CH:40]=[C:39]([O:43][CH3:44])[C:38]=3[O:45][CH3:46])[C:10]=2[CH:47]=1.N1C=CC=CC=1. The catalyst is C(OCC)(=O)C. The product is [C:1]([O:19][CH2:18][C:17]([CH3:20])([CH3:21])[CH2:16][N:15]1[C:9]2[CH:8]=[CH:7][C:6]([Cl:5])=[CH:47][C:10]=2[C@@H:11]([C:37]2[CH:42]=[CH:41][CH:40]=[C:39]([O:43][CH3:44])[C:38]=2[O:45][CH3:46])[O:12][C@H:13]([CH2:23][C:24]([NH:26][CH2:27][CH2:28][C:29]2[O:30][CH:31]=[CH:32][C:33]=2[C:34]([OH:36])=[O:35])=[O:25])[C:14]1=[O:22])(=[O:3])[CH3:2]. The yield is 0.540. (3) The reactants are [Cl:1][CH2:2]C(CCl)=O.[CH2:7]([O:14][C:15]([NH:17][C@H:18]([C:26]([OH:28])=O)[CH2:19][C:20]1[CH:25]=[CH:24][CH:23]=[CH:22][CH:21]=1)=[O:16])[C:8]1[CH:13]=[CH:12][CH:11]=[CH:10][CH:9]=1.[BH4-].[Na+]. The catalyst is CO.O1CCCC1. The product is [CH2:7]([O:14][C:15]([NH:17][C@@H:18]([CH2:19][C:20]1[CH:21]=[CH:22][CH:23]=[CH:24][CH:25]=1)[C@H:26]([OH:28])[CH2:2][Cl:1])=[O:16])[C:8]1[CH:9]=[CH:10][CH:11]=[CH:12][CH:13]=1. The yield is 0.430. (4) The reactants are [F:1][C:2]([F:15])([O:6][C:7]1[CH:8]=[C:9]([CH:12]=[CH:13][CH:14]=1)[CH:10]=[O:11])[CH:3]([F:5])[F:4].[O:16]([C:23]1[CH:24]=[C:25]([NH:29][CH2:30][CH:31](O)[C:32]([F:35])([F:34])[F:33])[CH:26]=[CH:27][CH:28]=1)[C:17]1[CH:22]=[CH:21][CH:20]=[CH:19][CH:18]=1. The catalyst is [Zn+2].[I-].[I-].C1(C)C=CC=CC=1. The product is [O:16]([C:23]1[CH:24]=[C:25]([N:29]2[CH2:30][CH:31]([C:32]([F:33])([F:34])[F:35])[O:11][CH:10]2[C:9]2[CH:12]=[CH:13][CH:14]=[C:7]([O:6][C:2]([F:15])([F:1])[CH:3]([F:4])[F:5])[CH:8]=2)[CH:26]=[CH:27][CH:28]=1)[C:17]1[CH:18]=[CH:19][CH:20]=[CH:21][CH:22]=1. The yield is 0.920. (5) The reactants are C([NH:4][C@:5]1([C:22](NC(C)(C)C)=[O:23])[C@@H:9]([CH2:10][CH2:11][CH2:12][B:13]2[O:17]C(C)(C)C(C)(C)[O:14]2)[CH2:8][NH:7][CH2:6]1)(=O)C.S([O-])([O-])(=O)=O.[Na+].[Na+].[N:36]1[C:45]2[C:40](=[CH:41][CH:42]=[CH:43][CH:44]=2)[C:39]([CH:46]=O)=[CH:38][CH:37]=1.C(O[BH-](OC(=O)C)OC(=O)C)(=[O:50])C.[Na+].C(=O)([O-])[O-].[Na+].[Na+]. The catalyst is ClCCCl.C(O)(=O)C. The product is [NH2:4][C@:5]1([C:22]([OH:23])=[O:50])[C@@H:9]([CH2:10][CH2:11][CH2:12][B:13]([OH:14])[OH:17])[CH2:8][N:7]([CH2:46][C:39]2[C:40]3[C:45](=[CH:44][CH:43]=[CH:42][CH:41]=3)[N:36]=[CH:37][CH:38]=2)[CH2:6]1. The yield is 0.230. (6) The reactants are [NH2:1][CH:2]([C:7]1[CH:12]=[C:11]([F:13])[CH:10]=[C:9]([Br:14])[CH:8]=1)[CH2:3][C:4]([OH:6])=[O:5].S(Cl)(Cl)=O.[CH3:19]O. No catalyst specified. The product is [CH3:19][O:5][C:4](=[O:6])[CH2:3][CH:2]([NH2:1])[C:7]1[CH:12]=[C:11]([F:13])[CH:10]=[C:9]([Br:14])[CH:8]=1. The yield is 0.930.